This data is from Forward reaction prediction with 1.9M reactions from USPTO patents (1976-2016). The task is: Predict the product of the given reaction. (1) The product is: [CH2:1]([O:3][C:4](=[O:17])[C:5]([CH3:6])([O:8][C:9]1[CH:14]=[CH:13][C:12]([O:15][CH2:37][C:30]2[C:31]([C:33]([F:35])([F:34])[F:36])=[N:32][C:27]([C:24]3[CH:23]=[CH:22][C:21]([O:20][C:19]([F:40])([F:18])[F:39])=[CH:26][CH:25]=3)=[CH:28][CH:29]=2)=[CH:11][C:10]=1[CH3:16])[CH3:7])[CH3:2]. Given the reactants [CH2:1]([O:3][C:4](=[O:17])[C:5]([O:8][C:9]1[CH:14]=[CH:13][C:12]([OH:15])=[CH:11][C:10]=1[CH3:16])([CH3:7])[CH3:6])[CH3:2].[F:18][C:19]([F:40])([F:39])[O:20][C:21]1[CH:26]=[CH:25][C:24]([C:27]2[N:32]=[C:31]([C:33]([F:36])([F:35])[F:34])[C:30]([CH2:37]O)=[CH:29][CH:28]=2)=[CH:23][CH:22]=1.CN(C)C(N=NC(N(C)C)=O)=O.C(P(CCCC)CCCC)CCC, predict the reaction product. (2) Given the reactants [CH3:1][N:2]1[C:10]2[C:9]([O:11][C:12]3[CH:18]=[CH:17][C:15]([NH2:16])=[CH:14][CH:13]=3)=[N:8][CH:7]=[N:6][C:5]=2[CH:4]=[CH:3]1.[CH3:19][N:20](C)[CH:21]=[O:22].O1CCCC1.CN, predict the reaction product. The product is: [CH3:19][NH:20][C:21]([NH:16][C:15]1[CH:17]=[CH:18][C:12]([O:11][C:9]2[C:10]3[N:2]([CH3:1])[CH:3]=[CH:4][C:5]=3[N:6]=[CH:7][N:8]=2)=[CH:13][CH:14]=1)=[O:22].